Dataset: Reaction yield outcomes from USPTO patents with 853,638 reactions. Task: Predict the reaction yield, written as a fraction of the theoretical maximum amount of product (1.0 means a 100% yield; for example, 0.34 means a 34% yield). The reactants are [F:1][CH:2]([F:14])[O:3][C:4]1[CH:5]=[C:6]2[C:10](=[CH:11][CH:12]=1)[NH:9][N:8]=[C:7]2I.C([Mg]Cl)(C)C.Cl[Sn:21]([CH2:30][CH2:31][CH2:32][CH3:33])([CH2:26][CH2:27][CH2:28][CH3:29])[CH2:22][CH2:23][CH2:24][CH3:25]. The catalyst is C1COCC1. The product is [F:1][CH:2]([F:14])[O:3][C:4]1[CH:5]=[C:6]2[C:10](=[CH:11][CH:12]=1)[NH:9][N:8]=[C:7]2[Sn:21]([CH2:26][CH2:27][CH2:28][CH3:29])([CH2:30][CH2:31][CH2:32][CH3:33])[CH2:22][CH2:23][CH2:24][CH3:25]. The yield is 0.790.